This data is from Peptide-MHC class I binding affinity with 185,985 pairs from IEDB/IMGT. The task is: Regression. Given a peptide amino acid sequence and an MHC pseudo amino acid sequence, predict their binding affinity value. This is MHC class I binding data. The MHC is HLA-A02:06 with pseudo-sequence HLA-A02:06. The binding affinity (normalized) is 0.0847. The peptide sequence is KTDAGASTY.